This data is from Reaction yield outcomes from USPTO patents with 853,638 reactions. The task is: Predict the reaction yield, written as a fraction of the theoretical maximum amount of product (1.0 means a 100% yield; for example, 0.34 means a 34% yield). (1) The reactants are [CH3:1][O:2][C:3]1[CH:4]=[C:5]([C:13]2[N:21]3[C:16]([S:17][CH2:18][C:19]([C:22]4[CH:27]=[CH:26][C:25]([N+:28]([O-])=O)=[CH:24][CH:23]=4)=[N:20]3)=[N:15][N:14]=2)[CH:6]=[C:7]([O:11][CH3:12])[C:8]=1[O:9][CH3:10].Cl.[H][H]. The catalyst is [Pd].C(O)C.C1COCC1. The product is [NH2:28][C:25]1[CH:24]=[CH:23][C:22]([C:19]2[CH2:18][S:17][C:16]3=[N:15][N:14]=[C:13]([C:5]4[CH:6]=[C:7]([O:11][CH3:12])[C:8]([O:9][CH3:10])=[C:3]([O:2][CH3:1])[CH:4]=4)[N:21]3[N:20]=2)=[CH:27][CH:26]=1. The yield is 0.190. (2) The reactants are ClC(Cl)(O[C:5](=[O:11])OC(Cl)(Cl)Cl)Cl.[OH-].[Na+].[NH2:15][C:16]1[CH:23]=[CH:22][C:19]([C:20]#[N:21])=[C:18]([C:24]([F:27])([F:26])[F:25])[CH:17]=1. The catalyst is C1(C)C=CC=CC=1.O1CCOCC1. The product is [C:20]([C:19]1[CH:22]=[CH:23][C:16]([N:15]=[C:5]=[O:11])=[CH:17][C:18]=1[C:24]([F:25])([F:26])[F:27])#[N:21]. The yield is 0.960. (3) The reactants are [Cl:1][C:2]1[C:7]2[C:8](=[O:18])[N:9]([C:11]([O:13][C:14]([CH3:17])([CH3:16])[CH3:15])=[O:12])[CH2:10][C:6]=2[C:5]([F:19])=[C:4](Cl)[N:3]=1.[NH2:21][C@@H:22]1[CH2:27][CH2:26][O:25][CH2:24][C@@H:23]1[NH:28][C:29](=[O:35])[O:30][C:31]([CH3:34])([CH3:33])[CH3:32].C(N(C(C)C)CC)(C)C. The catalyst is CS(C)=O.CC(O)C. The product is [C:31]([O:30][C:29]([NH:28][C@@H:23]1[C@H:22]([NH:21][C:4]2[N:3]=[C:2]([Cl:1])[C:7]3[C:8](=[O:18])[N:9]([C:11]([O:13][C:14]([CH3:17])([CH3:16])[CH3:15])=[O:12])[CH2:10][C:6]=3[C:5]=2[F:19])[CH2:27][CH2:26][O:25][CH2:24]1)=[O:35])([CH3:34])([CH3:32])[CH3:33]. The yield is 0.860. (4) The reactants are [H-].[Na+].[OH:3][C:4]1[CH:5]=[C:6]([CH:14]=[O:15])[C:7]2[C:12]([CH:13]=1)=[CH:11][CH:10]=[CH:9][CH:8]=2.I[CH3:17].[Cl-].[NH4+]. The catalyst is CN(C)C=O. The product is [CH3:17][O:3][C:4]1[CH:5]=[C:6]([CH:14]=[O:15])[C:7]2[C:12]([CH:13]=1)=[CH:11][CH:10]=[CH:9][CH:8]=2. The yield is 0.450. (5) The reactants are [C:1]1([C:7]2[CH:15]=[CH:14][C:10]([C:11]([NH2:13])=O)=[CH:9][CH:8]=2)[CH:6]=[CH:5][CH:4]=[CH:3][CH:2]=1.B.Cl.[OH-].[Na+]. The catalyst is C1COCC1. The product is [C:1]1([C:7]2[CH:8]=[CH:9][C:10]([CH2:11][NH2:13])=[CH:14][CH:15]=2)[CH:2]=[CH:3][CH:4]=[CH:5][CH:6]=1. The yield is 0.930. (6) The reactants are Cl([O-])=O.[Na+].[CH2:5]([O:12][C:13]([N:15]1[C@@H:20]([CH3:21])[C:19](=[O:22])[N:18]2[C@@H:23]([CH2:26][CH2:27][OH:28])[CH2:24][O:25][CH:17]2[CH2:16]1)=[O:14])[C:6]1[CH:11]=[CH:10][CH:9]=[CH:8][CH:7]=1.S([O-])([O-])(=[O:31])=S.[Na+].[Na+].Cl. The catalyst is P([O-])([O-])([O-])=O.[K+].[K+].[K+].C(#N)C.O.CCOC(C)=O.Cl[O-].[Na+].CC1(C)N([O])C(C)(C)CCC1. The product is [CH2:5]([O:12][C:13]([N:15]1[C@@H:20]([CH3:21])[C:19](=[O:22])[N:18]2[C@@H:23]([CH2:26][C:27]([OH:31])=[O:28])[CH2:24][O:25][CH:17]2[CH2:16]1)=[O:14])[C:6]1[CH:11]=[CH:10][CH:9]=[CH:8][CH:7]=1. The yield is 0.820. (7) The catalyst is C(Cl)Cl. The product is [C:1]([O:5][C:6](=[O:9])[CH2:7]/[N:8]=[CH:23]/[CH2:22][C:21]([CH3:25])([CH3:26])[CH2:20][CH2:19][O:18][CH2:17][CH2:16][O:15][Si:14]([C:10]([CH3:13])([CH3:12])[CH3:11])([CH3:27])[CH3:28])([CH3:4])([CH3:3])[CH3:2]. The yield is 1.00. The reactants are [C:1]([O:5][C:6](=[O:9])[CH2:7][NH2:8])([CH3:4])([CH3:3])[CH3:2].[C:10]([Si:14]([CH3:28])([CH3:27])[O:15][CH2:16][CH2:17][O:18][CH2:19][CH2:20][C:21]([CH3:26])([CH3:25])[CH2:22][CH:23]=O)([CH3:13])([CH3:12])[CH3:11]. (8) The reactants are [N+:1]([C:4]1[CH:5]=[C:6]2[C:10](=[CH:11][CH:12]=1)[NH:9][C:8](=[O:13])[CH2:7]2)([O-:3])=[O:2].[H-].[Na+].[CH2:16]([O:18][C:19](=[O:27])[C:20]1[CH:25]=[CH:24][C:23](Cl)=[N:22][CH:21]=1)[CH3:17]. The catalyst is C[N-]C.O.[NH4+].[Cl-]. The product is [OH:13][C:8]1[NH:9][C:10]2[C:6]([C:7]=1[C:23]1[CH:24]=[CH:25][C:20]([C:19]([O:18][CH2:16][CH3:17])=[O:27])=[CH:21][N:22]=1)=[CH:5][C:4]([N+:1]([O-:3])=[O:2])=[CH:12][CH:11]=2. The yield is 0.470. (9) The reactants are [Br:1][CH:2]=[CH:3]Br.[C:5]([Si:9]([CH3:20])([CH3:19])[O:10][CH2:11][CH2:12][CH2:13][CH2:14][CH2:15][CH2:16]C=C)([CH3:8])([CH3:7])[CH3:6]. The catalyst is C1C=CC=CC=1. The product is [Br:1]/[CH:2]=[CH:3]\[CH2:16][CH2:15][CH2:14][CH2:13][CH2:12][CH2:11][O:10][Si:9]([C:5]([CH3:6])([CH3:8])[CH3:7])([CH3:19])[CH3:20]. The yield is 0.630.